Predict the reaction yield, written as a fraction of the theoretical maximum amount of product (1.0 means a 100% yield; for example, 0.34 means a 34% yield). From a dataset of Reaction yield outcomes from USPTO patents with 853,638 reactions. (1) The yield is 0.610. The catalyst is CCO.[Pd]. The reactants are [N+:1]([C:4]1[CH:9]=[CH:8][CH:7]=[CH:6][C:5]=1[NH:10][CH2:11][CH2:12][NH:13][CH2:14][C:15]1[CH:16]=[C:17]([C:21]([N:23]2[CH2:28][CH2:27][CH2:26][CH2:25][CH2:24]2)=[O:22])[CH:18]=[CH:19][CH:20]=1)([O-])=O.C1CCC=CC=1. The product is [NH2:1][C:4]1[CH:9]=[CH:8][CH:7]=[CH:6][C:5]=1[NH:10][CH2:11][CH2:12][NH:13][CH2:14][C:15]1[CH:16]=[C:17]([C:21]([N:23]2[CH2:24][CH2:25][CH2:26][CH2:27][CH2:28]2)=[O:22])[CH:18]=[CH:19][CH:20]=1. (2) The reactants are [NH2:1][C:2]1[C:10]([F:11])=[CH:9][CH:8]=[CH:7][C:3]=1[C:4]([OH:6])=O.N1[CH:16]=[CH:15]N=C1.C(Cl)(=O)C.Cl.[NH2:22][CH:23]1[CH2:28][CH2:27][C:26](=[O:29])[NH:25][C:24]1=[O:30].P(OC1C=CC=CC=1)(OC1C=CC=CC=1)OC1C=CC=CC=1. The catalyst is C(#N)C.CS(C)=O.O. The product is [F:11][C:10]1[CH:9]=[CH:8][CH:7]=[C:3]2[C:2]=1[N:1]=[C:15]([CH3:16])[N:22]([CH:23]1[CH2:28][CH2:27][C:26](=[O:29])[NH:25][C:24]1=[O:30])[C:4]2=[O:6]. The yield is 0.670. (3) The reactants are [NH:1]1[C:5]2[CH:6]=[CH:7][C:8]([C:10]([O:12][CH3:13])=[O:11])=[CH:9][C:4]=2[N:3]=[CH:2]1.[O:14]1[CH:19]=[CH:18][CH2:17][CH2:16][CH2:15]1. The catalyst is CC1C=CC(S(O)(=O)=O)=CC=1.O.C1COCC1. The product is [O:14]1[CH2:19][CH2:18][CH2:17][CH2:16][CH:15]1[N:1]1[C:5]2[CH:6]=[CH:7][C:8]([C:10]([O:12][CH3:13])=[O:11])=[CH:9][C:4]=2[N:3]=[CH:2]1. The yield is 0.900. (4) The reactants are [Br:1][C:2]1[CH:6]=[CH:5][N:4]([NH:7][C:8](=O)[CH2:9]NC(=O)OCC2C=CC=CC=2)[C:3]=1[C:22](=[O:30])[NH:23][C:24]1[CH:29]=[CH:28][CH:27]=[CH:26][CH:25]=1.[C:31]1([CH3:41])[CH:36]=[CH:35][C:34](S([O-])(=O)=O)=[CH:33][CH:32]=1.[NH+:42]1C=CC=C[CH:43]=1.[C:48]([O:51]CC)(=[O:50])C. The catalyst is C1(C)C=CC=CC=1. The product is [Br:1][C:2]1[CH:6]=[CH:5][N:4]2[C:3]=1[C:22](=[O:30])[N:23]([C:24]1[CH:25]=[CH:26][CH:27]=[CH:28][CH:29]=1)[C:8]([CH2:9][CH2:43][NH:42][C:48](=[O:50])[O:51][CH2:41][C:31]1[CH:36]=[CH:35][CH:34]=[CH:33][CH:32]=1)=[N:7]2. The yield is 1.00. (5) The reactants are O=P(Cl)(Cl)Cl.[Cl:6][C:7]1[CH:15]=[C:14]2[C:10]([CH:11]=[CH:12][NH:13]2)=[CH:9][C:8]=1[F:16].CN(C)[CH:19]=[O:20]. No catalyst specified. The product is [Cl:6][C:7]1[CH:15]=[C:14]2[C:10]([C:11]([CH:19]=[O:20])=[CH:12][NH:13]2)=[CH:9][C:8]=1[F:16]. The yield is 0.970. (6) The reactants are [CH2:1]([O:3][C:4](=[O:29])[CH2:5][C:6]1[N:7]=[C:8]([NH:11][C:12]([NH:14][C:15]2[CH:20]=[CH:19][C:18]([CH3:21])=[CH:17][C:16]=2[C:22]([CH:24]2[CH2:28][CH2:27][CH2:26][CH2:25]2)=[O:23])=[O:13])[S:9][CH:10]=1)[CH3:2].[Br:30]N1C(=O)CCC1=O. The catalyst is C(#N)C.C(Cl)Cl. The product is [CH2:1]([O:3][C:4](=[O:29])[CH2:5][C:6]1[N:7]=[C:8]([NH:11][C:12]([NH:14][C:15]2[CH:20]=[CH:19][C:18]([CH3:21])=[CH:17][C:16]=2[C:22]([CH:24]2[CH2:28][CH2:27][CH2:26][CH2:25]2)=[O:23])=[O:13])[S:9][C:10]=1[Br:30])[CH3:2]. The yield is 0.210. (7) The reactants are [N:1]12[CH2:8][CH2:7][C:4]([C:9]([C:17]3[CH:22]=[CH:21][CH:20]=[CH:19][CH:18]=3)([C:11]3[CH:16]=[CH:15][CH:14]=[CH:13][CH:12]=3)[OH:10])([CH2:5][CH2:6]1)[CH2:3][CH2:2]2.[Br:23][CH2:24][C:25]([C:27]1[CH:32]=[CH:31][CH:30]=[CH:29][CH:28]=1)=[O:26]. The catalyst is CC#N. The product is [Br-:23].[OH:10][C:9]([C:17]1[CH:22]=[CH:21][CH:20]=[CH:19][CH:18]=1)([C:11]1[CH:12]=[CH:13][CH:14]=[CH:15][CH:16]=1)[C:4]12[CH2:5][CH2:6][N+:1]([CH2:24][C:25](=[O:26])[C:27]3[CH:32]=[CH:31][CH:30]=[CH:29][CH:28]=3)([CH2:2][CH2:3]1)[CH2:8][CH2:7]2. The yield is 0.430. (8) The reactants are [F:1][C:2]1[CH:7]=[CH:6][C:5]([C:8]2[N:12]3[N:13]=[C:14]([O:17][CH3:18])[CH:15]=[CH:16][C:11]3=[N:10][C:9]=2[C:19]2[CH:24]=[CH:23][C:22]([CH3:25])=[C:21]([N+:26]([O-])=O)[CH:20]=2)=[CH:4][CH:3]=1.CC(O)=O. The catalyst is C(O)C.O.[Fe]. The product is [F:1][C:2]1[CH:7]=[CH:6][C:5]([C:8]2[N:12]3[N:13]=[C:14]([O:17][CH3:18])[CH:15]=[CH:16][C:11]3=[N:10][C:9]=2[C:19]2[CH:24]=[CH:23][C:22]([CH3:25])=[C:21]([CH:20]=2)[NH2:26])=[CH:4][CH:3]=1. The yield is 0.950. (9) The reactants are C[O:2][C:3](=[O:40])[C:4]1[CH:9]=[C:8]([O:10][C:11]2[CH:16]=[CH:15][C:14]([C:17]3[CH:22]=[CH:21][C:20]([CH2:23][C:24]4[N:25]([CH2:37][CH3:38])[CH:26]=[C:27]([C:29]5[CH:34]=[CH:33][C:32]([Cl:35])=[CH:31][C:30]=5[Cl:36])[N:28]=4)=[CH:19][CH:18]=3)=[CH:13][CH:12]=2)[CH:7]=[CH:6][C:5]=1[NH2:39].Cl[C:42]([O:44][CH3:45])=[O:43].CCN(C(C)C)C(C)C. No catalyst specified. The product is [Cl:36][C:30]1[CH:31]=[C:32]([Cl:35])[CH:33]=[CH:34][C:29]=1[C:27]1[N:28]=[C:24]([CH2:23][C:20]2[CH:19]=[CH:18][C:17]([C:14]3[CH:13]=[CH:12][C:11]([O:10][C:8]4[CH:7]=[CH:6][C:5]([NH:39][C:42]([O:44][CH3:45])=[O:43])=[C:4]([CH:9]=4)[C:3]([OH:2])=[O:40])=[CH:16][CH:15]=3)=[CH:22][CH:21]=2)[N:25]([CH2:37][CH3:38])[CH:26]=1. The yield is 0.410. (10) The yield is 0.631. The reactants are [N+:1]([C:4]1[CH:5]=[CH:6][C:7]2[N:12]([CH2:13][CH2:14][N:15]3[CH2:19][CH2:18][CH2:17][C@H:16]3[C:20]([O:22][C:23]([CH3:26])([CH3:25])[CH3:24])=[O:21])[CH2:11][CH2:10][S:9][C:8]=2[CH:27]=1)([O-])=O.CCO.I.[S:32]1[CH:36]=[CH:35][CH:34]=[C:33]1[C:37](SC)=[NH:38].N. The product is [C:23]([O:22][C:20]([C@@H:16]1[CH2:17][CH2:18][CH2:19][N:15]1[CH2:14][CH2:13][N:12]1[CH2:11][CH2:10][S:9][C:8]2[CH:27]=[C:4]([NH:1][C:37]([C:33]3[S:32][CH:36]=[CH:35][CH:34]=3)=[NH:38])[CH:5]=[CH:6][C:7]1=2)=[O:21])([CH3:26])([CH3:25])[CH3:24]. The catalyst is [Pd].CO.C(Cl)Cl.